Task: Predict which catalyst facilitates the given reaction.. Dataset: Catalyst prediction with 721,799 reactions and 888 catalyst types from USPTO (1) Reactant: [CH2:1]1[C:10]2[C:5](=[CH:6][CH:7]=[CH:8][CH:9]=2)[CH2:4][CH2:3][N:2]1[CH2:11][CH:12]([OH:36])[CH2:13][NH:14][C:15]([C:17]1[CH:18]=[C:19]([N:23]2[CH2:28][CH2:27][N:26](C(OC(C)(C)C)=O)[CH2:25][CH2:24]2)[CH:20]=[CH:21][CH:22]=1)=[O:16].C(O)(C(F)(F)F)=O. Product: [CH2:1]1[C:10]2[C:5](=[CH:6][CH:7]=[CH:8][CH:9]=2)[CH2:4][CH2:3][N:2]1[CH2:11][CH:12]([OH:36])[CH2:13][NH:14][C:15](=[O:16])[C:17]1[CH:22]=[CH:21][CH:20]=[C:19]([N:23]2[CH2:24][CH2:25][NH:26][CH2:27][CH2:28]2)[CH:18]=1. The catalyst class is: 2. (2) Reactant: [C:1]([O:5][C:6](=[O:23])[NH:7][C:8]1[CH:13]=[CH:12][C:11]([C:14]2[CH:19]=[CH:18][CH:17]=[CH:16][N:15]=2)=[CH:10][C:9]=1[N+:20]([O-])=O)([CH3:4])([CH3:3])[CH3:2]. Product: [C:1]([O:5][C:6](=[O:23])[NH:7][C:8]1[CH:13]=[CH:12][C:11]([C:14]2[CH:19]=[CH:18][CH:17]=[CH:16][N:15]=2)=[CH:10][C:9]=1[NH2:20])([CH3:4])([CH3:2])[CH3:3]. The catalyst class is: 181. (3) Reactant: [C:10](P([C:10]([CH3:13])([CH3:12])[CH3:11])[C:10]([CH3:13])([CH3:12])[CH3:11])([CH3:13])([CH3:12])[CH3:11].Br[C:15]1[C:20]([CH3:21])=[CH:19][C:18]([C:22]([CH3:25])([CH3:24])[CH3:23])=[CH:17][C:16]=1[CH3:26].[C:27](O[Na])(C)(C)C.[C:33]1([NH:39][C:40]2[CH:45]=[CH:44][C:43]([NH:46][C:47]3[CH:52]=[CH:51][CH:50]=[CH:49][CH:48]=3)=[CH:42][CH:41]=2)[CH:38]=[CH:37][CH:36]=[CH:35][CH:34]=1.[C:53]1([CH3:59])[CH:58]=[CH:57][CH:56]=[CH:55][CH:54]=1. Product: [C:47]1([N:46]([C:13]2[C:56]([CH3:55])=[CH:57][C:58]([C:53]([CH3:54])([CH3:59])[CH3:27])=[CH:12][C:10]=2[CH3:11])[C:43]2[CH:44]=[CH:45][C:40]([N:39]([C:33]3[CH:38]=[CH:37][CH:36]=[CH:35][CH:34]=3)[C:15]3[C:20]([CH3:21])=[CH:19][C:18]([C:22]([CH3:25])([CH3:24])[CH3:23])=[CH:17][C:16]=3[CH3:26])=[CH:41][CH:42]=2)[CH:52]=[CH:51][CH:50]=[CH:49][CH:48]=1. The catalyst class is: 110. (4) Reactant: [Br:1][C:2]1[CH:3]=[C:4]2[C:9](=[CH:10][CH:11]=1)[CH:8]=[C:7]([NH2:12])[CH:6]=[CH:5]2.[B-](F)(F)(F)[F:14].[B-](F)(F)(F)F.C1[N+]2(O)CC[N+](F)(CC2)C1. Product: [Br:1][C:2]1[CH:3]=[C:4]2[C:9](=[CH:10][CH:11]=1)[C:8]([F:14])=[C:7]([NH2:12])[CH:6]=[CH:5]2. The catalyst class is: 10.